From a dataset of NCI-60 drug combinations with 297,098 pairs across 59 cell lines. Regression. Given two drug SMILES strings and cell line genomic features, predict the synergy score measuring deviation from expected non-interaction effect. (1) Drug 1: C1CC(C1)(C(=O)O)C(=O)O.[NH2-].[NH2-].[Pt+2]. Drug 2: CC1C(C(CC(O1)OC2CC(CC3=C2C(=C4C(=C3O)C(=O)C5=C(C4=O)C(=CC=C5)OC)O)(C(=O)CO)O)N)O.Cl. Cell line: HL-60(TB). Synergy scores: CSS=58.6, Synergy_ZIP=-4.05, Synergy_Bliss=-0.595, Synergy_Loewe=2.44, Synergy_HSA=4.37. (2) Drug 1: CC1CCCC2(C(O2)CC(NC(=O)CC(C(C(=O)C(C1O)C)(C)C)O)C(=CC3=CSC(=N3)C)C)C. Drug 2: COCCOC1=C(C=C2C(=C1)C(=NC=N2)NC3=CC=CC(=C3)C#C)OCCOC.Cl. Cell line: MDA-MB-435. Synergy scores: CSS=23.1, Synergy_ZIP=9.02, Synergy_Bliss=19.1, Synergy_Loewe=-21.0, Synergy_HSA=4.84. (3) Drug 1: CC1=C2C(C(=O)C3(C(CC4C(C3C(C(C2(C)C)(CC1OC(=O)C(C(C5=CC=CC=C5)NC(=O)OC(C)(C)C)O)O)OC(=O)C6=CC=CC=C6)(CO4)OC(=O)C)OC)C)OC. Drug 2: C(CN)CNCCSP(=O)(O)O. Cell line: LOX IMVI. Synergy scores: CSS=20.1, Synergy_ZIP=-4.41, Synergy_Bliss=-9.53, Synergy_Loewe=-40.9, Synergy_HSA=-8.97. (4) Drug 1: CC1C(C(CC(O1)OC2CC(OC(C2O)C)OC3=CC4=CC5=C(C(=O)C(C(C5)C(C(=O)C(C(C)O)O)OC)OC6CC(C(C(O6)C)O)OC7CC(C(C(O7)C)O)OC8CC(C(C(O8)C)O)(C)O)C(=C4C(=C3C)O)O)O)O. Drug 2: CC(C)CN1C=NC2=C1C3=CC=CC=C3N=C2N. Cell line: 786-0. Synergy scores: CSS=13.0, Synergy_ZIP=-4.46, Synergy_Bliss=-8.76, Synergy_Loewe=-13.6, Synergy_HSA=-8.61. (5) Drug 1: CC1=C(C=C(C=C1)NC2=NC=CC(=N2)N(C)C3=CC4=NN(C(=C4C=C3)C)C)S(=O)(=O)N.Cl. Drug 2: CC1C(C(CC(O1)OC2CC(OC(C2O)C)OC3=CC4=CC5=C(C(=O)C(C(C5)C(C(=O)C(C(C)O)O)OC)OC6CC(C(C(O6)C)O)OC7CC(C(C(O7)C)O)OC8CC(C(C(O8)C)O)(C)O)C(=C4C(=C3C)O)O)O)O. Cell line: IGROV1. Synergy scores: CSS=2.20, Synergy_ZIP=-0.228, Synergy_Bliss=7.73, Synergy_Loewe=7.36, Synergy_HSA=7.40. (6) Drug 1: C1CCC(C1)C(CC#N)N2C=C(C=N2)C3=C4C=CNC4=NC=N3. Drug 2: CCC1=C2CN3C(=CC4=C(C3=O)COC(=O)C4(CC)O)C2=NC5=C1C=C(C=C5)O. Cell line: HOP-62. Synergy scores: CSS=38.2, Synergy_ZIP=6.31, Synergy_Bliss=7.44, Synergy_Loewe=-37.5, Synergy_HSA=5.53.